This data is from Full USPTO retrosynthesis dataset with 1.9M reactions from patents (1976-2016). The task is: Predict the reactants needed to synthesize the given product. (1) Given the product [Br:1][C:2]1[CH:13]=[N:12][C:5]2[NH:6][CH2:7][C@@H:8]([CH3:11])[N:9]([C:21]([O:23][C:24]([CH3:27])([CH3:26])[CH3:25])=[O:22])[CH2:10][C:4]=2[CH:3]=1, predict the reactants needed to synthesize it. The reactants are: [Br:1][C:2]1[CH:13]=[N:12][C:5]2[NH:6][CH2:7][C@@H:8]([CH3:11])[NH:9][CH2:10][C:4]=2[CH:3]=1.C(N(CC)CC)C.[C:21](O[C:21]([O:23][C:24]([CH3:27])([CH3:26])[CH3:25])=[O:22])([O:23][C:24]([CH3:27])([CH3:26])[CH3:25])=[O:22]. (2) Given the product [C:14]([CH2:2][C:3]1[CH:13]=[CH:12][C:6]([C:7]([O:9][CH2:10][CH3:11])=[O:8])=[CH:5][CH:4]=1)#[N:15], predict the reactants needed to synthesize it. The reactants are: Br[CH2:2][C:3]1[CH:13]=[CH:12][C:6]([C:7]([O:9][CH2:10][CH3:11])=[O:8])=[CH:5][CH:4]=1.[C-:14]#[N:15].[K+]. (3) Given the product [F:19][C:20]1[CH:25]=[C:24]([F:26])[CH:23]=[CH:22][C:21]=1[C:27]1[N:30]=[C:16]([C:11]2[N:10]=[N:9][N:8]([C:3]3[CH:4]=[CH:5][CH:6]=[CH:7][C:2]=3[F:1])[C:12]=2[CH2:13][O:14][CH3:15])[O:18][N:28]=1, predict the reactants needed to synthesize it. The reactants are: [F:1][C:2]1[CH:7]=[CH:6][CH:5]=[CH:4][C:3]=1[N:8]1[C:12]([CH2:13][O:14][CH3:15])=[C:11]([C:16]([OH:18])=O)[N:10]=[N:9]1.[F:19][C:20]1[CH:25]=[C:24]([F:26])[CH:23]=[CH:22][C:21]=1[C:27](=[NH:30])[NH:28]O. (4) The reactants are: [CH3:1][O:2][C@H:3]1[C@H:7]([OH:8])[C@@H:6]([CH2:9][OH:10])[O:5][C@H:4]1[N:11]1[CH:18]=[CH:17][C:15](=[O:16])[NH:14][C:12]1=[O:13].[C:19](Cl)([C:36]1[CH:41]=[CH:40][CH:39]=[CH:38][CH:37]=1)([C:28]1[CH:35]=[CH:34][C:31]([O:32][CH3:33])=[CH:30][CH:29]=1)[C:20]1[CH:27]=[CH:26][C:23]([O:24][CH3:25])=[CH:22][CH:21]=1.CO. Given the product [CH3:33][O:32][C:31]1[CH:30]=[CH:29][C:28]([C:19]([O:10][CH2:9][C@H:6]2[O:5][C@@H:4]([N:11]3[CH:18]=[CH:17][C:15](=[O:16])[NH:14][C:12]3=[O:13])[C@@H:3]([O:2][CH3:1])[C@@H:7]2[OH:8])([C:36]2[CH:37]=[CH:38][CH:39]=[CH:40][CH:41]=2)[C:20]2[CH:27]=[CH:26][C:23]([O:24][CH3:25])=[CH:22][CH:21]=2)=[CH:35][CH:34]=1, predict the reactants needed to synthesize it. (5) Given the product [C:11]([O:10][C:8]([N:4]1[CH2:5][C:6](=[O:7])[C:2]([CH3:22])([CH3:1])[C@H:3]1[C:15]([OH:17])=[O:16])=[O:9])([CH3:14])([CH3:12])[CH3:13], predict the reactants needed to synthesize it. The reactants are: [CH3:1][C:2]1([CH3:22])[C:6](=[O:7])[CH2:5][N:4]([C:8]([O:10][C:11]([CH3:14])([CH3:13])[CH3:12])=[O:9])[C@@H:3]1[C:15]([O:17]C(C)(C)C)=[O:16].C(O)(C(F)(F)F)=O.C(=O)(O)[O-].[Na+]. (6) Given the product [C:15]([O:14][C:12]([N:5]1[CH2:6][C@H:2]([OH:1])[CH2:3][C@H:4]1[C:7]([OH:9])=[O:8])=[O:13])([CH3:18])([CH3:17])[CH3:16], predict the reactants needed to synthesize it. The reactants are: [OH:1][C@H:2]1[CH2:6][NH:5][C@H:4]([C:7]([OH:9])=[O:8])[CH2:3]1.[OH-].[Na+].[C:12](O[C:12]([O:14][C:15]([CH3:18])([CH3:17])[CH3:16])=[O:13])([O:14][C:15]([CH3:18])([CH3:17])[CH3:16])=[O:13].C(=O)=O. (7) Given the product [F:11][CH:12]([F:24])[O:4][C:2]1[CH:5]=[CH:18][C:17]([N+:20]([O-:21])=[O:25])=[C:16]([CH2:15][CH2:23][C:16]2[CH:15]=[C:14]([O:13][CH:12]([F:24])[F:11])[CH:19]=[CH:18][C:17]=2[N+:20]([O-:22])=[O:21])[CH:3]=1, predict the reactants needed to synthesize it. The reactants are: C[C:2]([CH3:5])([O-:4])[CH3:3].[K+].CS(C)=O.[F:11][CH:12]([F:24])[O:13][C:14]1[CH:19]=[CH:18][C:17]([N+:20]([O-:22])=[O:21])=[C:16]([CH3:23])[CH:15]=1.[OH2:25]. (8) Given the product [CH3:24][O:9][C:8](=[O:10])[C@@H:7]([NH:6][C:4](=[O:5])[C:3]1[C:2]([Cl:1])=[CH:17][CH:16]=[CH:15][C:14]=1[Cl:18])[CH2:11][CH:12]=[CH2:13], predict the reactants needed to synthesize it. The reactants are: [Cl:1][C:2]1[CH:17]=[CH:16][CH:15]=[C:14]([Cl:18])[C:3]=1[C:4]([NH:6][C@@H:7]([CH2:11][CH:12]=[CH2:13])[C:8]([OH:10])=[O:9])=[O:5].S(Cl)(Cl)=O.O.[C:24](=O)([O-])O.[Na+]. (9) The reactants are: [CH:1]([C@@:3]12[CH2:20][CH2:19][C:18]3[CH:17]=[C:16]([O:21][CH3:22])[CH:15]=[CH:14][C:13]=3[C@H:12]1[C@@H:11]([CH2:23][CH2:24][CH2:25][CH2:26][CH2:27][CH3:28])[CH2:10][C@@:8]1([CH3:9])[C@H:4]2[CH2:5][CH2:6][C@@H:7]1[OH:29])=O.O.[CH3:31]S(C)=O. Given the product [CH2:23]([C@H:11]1[CH2:10][C@@:8]2([CH3:9])[C@@H:4]([CH2:5][CH2:6][C@@H:7]2[OH:29])[C@@:3]2([CH:1]=[CH2:31])[C@H:12]1[C:13]1[CH:14]=[CH:15][C:16]([O:21][CH3:22])=[CH:17][C:18]=1[CH2:19][CH2:20]2)[CH2:24][CH2:25][CH2:26][CH2:27][CH3:28], predict the reactants needed to synthesize it. (10) Given the product [C:13]([C:17]1[CH:18]=[CH:19][C:20]([C:24]2[CH:28]=[C:27]([CH3:29])[NH:26][C:25]=2[CH3:30])=[C:9]([NH:8][C:6]([NH:3][C:2]2[CH:1]=[CH:48][C:42]([O:41][C:39]3[CH:38]=[CH:37][N:36]=[C:35]([C:33](=[O:34])[NH:32][CH3:31])[CH:40]=3)=[CH:43][CH:44]=2)=[O:7])[CH:10]=1)([CH3:14])([CH3:15])[CH3:16], predict the reactants needed to synthesize it. The reactants are: [CH:1]1N=C[N:3]([C:6]([N:8]2C=N[CH:10]=[CH:9]2)=[O:7])[CH:2]=1.[C:13]([C:17]1[CH:18]=[CH:19][C:20]([C:24]2[CH:28]=[C:27]([CH3:29])[NH:26][C:25]=2[CH3:30])=C(C=1)N)([CH3:16])([CH3:15])[CH3:14].[CH3:31][NH:32][C:33]([C:35]1[CH:40]=[C:39]([O:41][C:42]2[CH:48]=CC(N)=[CH:44][CH:43]=2)[CH:38]=[CH:37][N:36]=1)=[O:34].